From a dataset of Forward reaction prediction with 1.9M reactions from USPTO patents (1976-2016). Predict the product of the given reaction. (1) Given the reactants C(Cl)CCl.C1C=CC2N(O)N=NC=2C=1.[CH3:15][N:16]1[C:20]2[CH:21]=[CH:22][C:23]([N:25]3[CH:30]=[C:29]([C:31](O)=[O:32])[C:28](=[O:34])[N:27]([CH2:35][C:36]4[CH:41]=[CH:40][CH:39]=[C:38]([C:42]([F:45])([F:44])[F:43])[C:37]=4[CH3:46])[C:26]3=[O:47])=[CH:24][C:19]=2[N:18]([CH3:48])[C:17]1=[O:49].Cl.[NH2:51][C:52]1([C:56]([O:58][CH2:59][CH3:60])=[O:57])[CH2:55][CH2:54][CH2:53]1.C(N(CC)C(C)C)(C)C, predict the reaction product. The product is: [CH3:15][N:16]1[C:20]2[CH:21]=[CH:22][C:23]([N:25]3[CH:30]=[C:29]([C:31]([NH:51][C:52]4([C:56]([O:58][CH2:59][CH3:60])=[O:57])[CH2:55][CH2:54][CH2:53]4)=[O:32])[C:28](=[O:34])[N:27]([CH2:35][C:36]4[CH:41]=[CH:40][CH:39]=[C:38]([C:42]([F:45])([F:44])[F:43])[C:37]=4[CH3:46])[C:26]3=[O:47])=[CH:24][C:19]=2[N:18]([CH3:48])[C:17]1=[O:49]. (2) Given the reactants [Br:1][C:2]1[N:7]=[C:6]([C:8](=[N:10][C:11]2[C:16]([CH2:17][CH3:18])=[CH:15][CH:14]=[CH:13][C:12]=2[CH2:19][CH3:20])[CH3:9])[CH:5]=[CH:4][CH:3]=1.[CH3:21][Al](C)C.[OH-].[K+], predict the reaction product. The product is: [Br:1][C:2]1[N:7]=[C:6]([C:8]([NH:10][C:11]2[C:16]([CH2:17][CH3:18])=[CH:15][CH:14]=[CH:13][C:12]=2[CH2:19][CH3:20])([CH3:21])[CH3:9])[CH:5]=[CH:4][CH:3]=1. (3) Given the reactants [CH2:1]([O:8][C:9]([NH:11][CH2:12][CH2:13][C:14]([OH:16])=O)=[O:10])[C:2]1[CH:7]=[CH:6][CH:5]=[CH:4][CH:3]=1.Cl.[CH2:18]([N:20]=[C:21]=NCCCN(C)C)C.CN(CCCN=C=NCC)C.ON1C2C=CC=CC=2N=N1.CNC, predict the reaction product. The product is: [CH3:18][N:20]([CH3:21])[C:14]([CH2:13][CH2:12][NH:11][C:9](=[O:10])[O:8][CH2:1][C:2]1[CH:7]=[CH:6][CH:5]=[CH:4][CH:3]=1)=[O:16]. (4) The product is: [O:33]1[CH:37]=[CH:36][C:35]([C:2]2[CH:10]=[CH:9][CH:8]=[C:7]3[C:3]=2[C:4]2([CH2:25][O:24][C:23]4[CH:26]=[C:27]5[C:31](=[CH:32][C:22]2=4)[CH2:30][CH2:29][O:28]5)[C:5](=[O:21])[N:6]3[CH2:11][C:12]2[O:13][C:14]([C:17]([F:18])([F:20])[F:19])=[CH:15][CH:16]=2)=[CH:34]1. Given the reactants Br[C:2]1[CH:10]=[CH:9][CH:8]=[C:7]2[C:3]=1[C:4]1([CH2:25][O:24][C:23]3[CH:26]=[C:27]4[C:31](=[CH:32][C:22]1=3)[CH2:30][CH2:29][O:28]4)[C:5](=[O:21])[N:6]2[CH2:11][C:12]1[O:13][C:14]([C:17]([F:20])([F:19])[F:18])=[CH:15][CH:16]=1.[O:33]1[CH:37]=[CH:36][C:35](B(O)O)=[CH:34]1.CN(C)C1N=CC(B(O)O)=CC=1, predict the reaction product. (5) Given the reactants C(O[K])(C)(C)C.[S:7]1[C:14]2[C:13]([CH2:15][C:16]([O:18]CC)=[O:17])=[CH:12][NH:11][C:10]=2[CH:9]=[CH:8]1.[CH:21]1([S:24](Cl)(=[O:26])=[O:25])[CH2:23][CH2:22]1.[OH-].[Na+], predict the reaction product. The product is: [CH:21]1([S:24]([N:11]2[CH:12]=[C:13]([CH2:15][C:16]([OH:18])=[O:17])[C:14]3[S:7][CH:8]=[CH:9][C:10]2=3)(=[O:26])=[O:25])[CH2:23][CH2:22]1. (6) Given the reactants [Si]([O:8][CH:9]1[CH2:12][N:11]([C:13]2[CH:18]=[CH:17][C:16]([N:19]3[CH2:23][C@H:22]([CH2:24][O:25][C:26]4[CH:30]=[CH:29][O:28][N:27]=4)[O:21][C:20]3=[O:31])=[CH:15][C:14]=2[F:32])[CH2:10]1)(C(C)(C)C)(C)C.[F-].C([N+](CCCC)(CCCC)CCCC)CCC.O, predict the reaction product. The product is: [OH:8][CH:9]1[CH2:12][N:11]([C:13]2[CH:18]=[CH:17][C:16]([N:19]3[CH2:23][C@H:22]([CH2:24][O:25][C:26]4[CH:30]=[CH:29][O:28][N:27]=4)[O:21][C:20]3=[O:31])=[CH:15][C:14]=2[F:32])[CH2:10]1.